From a dataset of Catalyst prediction with 721,799 reactions and 888 catalyst types from USPTO. Predict which catalyst facilitates the given reaction. Reactant: [H-].[Na+].[CH:3]1([C:6]([CH:8]([N:16]2[CH2:21][CH2:20][CH:19]3[S:22][C:23](=[O:25])[CH:24]=[C:18]3[CH2:17]2)[C:9]2[CH:14]=[CH:13][CH:12]=[CH:11][C:10]=2[F:15])=[O:7])[CH2:5][CH2:4]1.[C:26](OC(=O)C)(=[O:28])[CH3:27]. Product: [C:26]([O:25][C:23]1[S:22][C:19]2[CH2:20][CH2:21][N:16]([CH:8]([C:6]([CH:3]3[CH2:4][CH2:5]3)=[O:7])[C:9]3[CH:14]=[CH:13][CH:12]=[CH:11][C:10]=3[F:15])[CH2:17][C:18]=2[CH:24]=1)(=[O:28])[CH3:27]. The catalyst class is: 9.